From a dataset of Full USPTO retrosynthesis dataset with 1.9M reactions from patents (1976-2016). Predict the reactants needed to synthesize the given product. (1) The reactants are: [C:1]1([CH3:7])[CH:6]=[CH:5][CH:4]=[CH:3][CH:2]=1.C(Br)C1C=CC=CC=1.[N-:16]=[N+:17]=[N-:18].[Na+].[C:20]([O:24][CH2:25][CH3:26])(=[O:23])[CH:21]=[CH2:22]. Given the product [CH2:7]([N:16]1[CH:22]=[C:21]([C:20]([O:24][CH2:25][CH3:26])=[O:23])[N:18]=[N:17]1)[C:1]1[CH:6]=[CH:5][CH:4]=[CH:3][CH:2]=1, predict the reactants needed to synthesize it. (2) Given the product [CH:25]1([CH2:28][N:20]([CH2:21][CH2:22][CH3:23])[C:16]2[C:13]3[N:14]([CH3:15])[C:10]([NH:9][C:2]4[C:3]([CH3:8])=[CH:4][C:5]([CH3:7])=[CH:6][C:1]=4[CH3:24])=[N:11][C:12]=3[CH:19]=[CH:18][CH:17]=2)[CH2:27][CH2:26]1, predict the reactants needed to synthesize it. The reactants are: [C:1]1([CH3:24])[CH:6]=[C:5]([CH3:7])[CH:4]=[C:3]([CH3:8])[C:2]=1[NH:9][C:10]1[N:14]([CH3:15])[C:13]2[C:16]([NH:20][CH2:21][CH2:22][CH3:23])=[CH:17][CH:18]=[CH:19][C:12]=2[N:11]=1.[CH:25]1([CH:28]=O)[CH2:27][CH2:26]1.C(O)(=O)C.C([BH3-])#N.[Na+].